From a dataset of Forward reaction prediction with 1.9M reactions from USPTO patents (1976-2016). Predict the product of the given reaction. (1) Given the reactants C1(C)C=CC=CC=1.[CH3:8][N:9]1[C:17]([CH2:18][CH2:19][CH2:20][C:21]([OH:23])=[O:22])=[N:16][C:15]2[CH:14]=[C:13]([N:24]([CH2:28][CH2:29][Cl:30])[CH2:25][CH2:26][Cl:27])[CH:12]=[CH:11][C:10]1=2.Cl.CC(N(C)C)=O, predict the reaction product. The product is: [CH3:8][N:9]1[C:17]([CH2:18][CH2:19][CH2:20][C:21]([OH:23])=[O:22])=[N:16][C:15]2[CH:14]=[C:13]([N:24]([CH2:25][CH2:26][Cl:27])[CH2:28][CH2:29][Cl:30])[CH:12]=[CH:11][C:10]1=2. (2) Given the reactants [CH3:1][C:2]1[CH:7]=[C:6]([C:8]([CH3:10])=[O:9])[CH:5]=[CH:4][CH:3]=1.[N:11]1([C:17]2[N:24]=[CH:23][CH:22]=[CH:21][C:18]=2[C:19]#[N:20])[CH2:16][CH2:15][NH:14][CH2:13][CH2:12]1.N1C=CC=C[C:26]=1N1CCNCC1.N, predict the reaction product. The product is: [CH3:1][C:2]1[CH:7]=[C:6]([C:8](=[O:9])[CH2:10][CH2:26][N:14]2[CH2:13][CH2:12][N:11]([C:17]3[N:24]=[CH:23][CH:22]=[CH:21][C:18]=3[C:19]#[N:20])[CH2:16][CH2:15]2)[CH:5]=[CH:4][CH:3]=1. (3) Given the reactants [O:1]1[CH:5]=[CH:4][C:3]([CH2:6][O:7][C:8]2[CH:16]=[CH:15][CH:14]=[C:13]3[C:9]=2[CH:10]=[C:11]([C:17]([OH:19])=O)[NH:12]3)=[CH:2]1.Cl.Cl.Cl.[N:23]1([CH2:30][CH2:31][N:32]2[CH2:37][CH2:36][CH:35]([NH2:38])[CH2:34][CH2:33]2)[CH2:29][CH2:28][CH2:27][CH2:26][CH2:25][CH2:24]1, predict the reaction product. The product is: [N:23]1([CH2:30][CH2:31][N:32]2[CH2:33][CH2:34][CH:35]([NH:38][C:17]([C:11]3[NH:12][C:13]4[C:9]([CH:10]=3)=[C:8]([O:7][CH2:6][C:3]3[CH:4]=[CH:5][O:1][CH:2]=3)[CH:16]=[CH:15][CH:14]=4)=[O:19])[CH2:36][CH2:37]2)[CH2:29][CH2:28][CH2:27][CH2:26][CH2:25][CH2:24]1. (4) The product is: [NH2:11][C:9]1[N:8]=[CH:7][N:6]=[C:5]2[N:4]([CH2:12][C:13]3[N:17]([C:18]4[CH:19]=[CH:20][CH:21]=[CH:22][CH:23]=4)[C:16]4[CH:24]=[CH:25][CH:26]=[CH:27][C:15]=4[N:14]=3)[N:3]=[C:2]([C:30]#[C:29][CH2:28][OH:31])[C:10]=12. Given the reactants I[C:2]1[C:10]2[C:5](=[N:6][CH:7]=[N:8][C:9]=2[NH2:11])[N:4]([CH2:12][C:13]2[N:17]([C:18]3[CH:23]=[CH:22][CH:21]=[CH:20][CH:19]=3)[C:16]3[CH:24]=[CH:25][CH:26]=[CH:27][C:15]=3[N:14]=2)[N:3]=1.[CH2:28]([OH:31])[C:29]#[CH:30].O, predict the reaction product. (5) Given the reactants Br[CH2:2][C:3]1[C:11]2[C:10](=[O:12])[N:9]([CH2:13][CH2:14][C:15]([O:17][CH3:18])=[O:16])[C:8](=[O:19])[N:7]([CH3:20])[C:6]=2[S:5][C:4]=1[C:21]1[CH:26]=[CH:25][C:24]([Cl:27])=[CH:23][CH:22]=1.[Cl:28][C:29]1[CH:34]=[CH:33][C:32](B(O)O)=[CH:31][CH:30]=1.C([O-])([O-])=O.[Cs+].[Cs+], predict the reaction product. The product is: [Cl:28][C:29]1[CH:34]=[CH:33][C:32]([CH2:2][C:3]2[C:11]3[C:10](=[O:12])[N:9]([CH2:13][CH2:14][C:15]([O:17][CH3:18])=[O:16])[C:8](=[O:19])[N:7]([CH3:20])[C:6]=3[S:5][C:4]=2[C:21]2[CH:26]=[CH:25][C:24]([Cl:27])=[CH:23][CH:22]=2)=[CH:31][CH:30]=1. (6) Given the reactants [C:1]([O:5][C:6]([N:8]([CH2:19][CH2:20][C:21]1[CH:26]=[CH:25][CH:24]=[C:23]([Cl:27])[CH:22]=1)[CH2:9][CH2:10][CH2:11][O:12][CH2:13][C:14](OCC)=[O:15])=[O:7])([CH3:4])([CH3:3])[CH3:2].[BH4-].[Li+], predict the reaction product. The product is: [Cl:27][C:23]1[CH:22]=[C:21]([CH2:20][CH2:19][N:8]([CH2:9][CH2:10][CH2:11][O:12][CH2:13][CH2:14][OH:15])[C:6](=[O:7])[O:5][C:1]([CH3:2])([CH3:3])[CH3:4])[CH:26]=[CH:25][CH:24]=1. (7) Given the reactants [CH2:1]([N:8]1[CH2:13][CH2:12][NH:11][CH2:10][CH2:9]1)[C:2]1[CH:7]=[CH:6][CH:5]=[CH:4][CH:3]=1.Br[CH:15]([CH3:21])[C:16]([O:18][CH2:19][CH3:20])=[O:17].C(N(C(C)C)C(C)C)C.O, predict the reaction product. The product is: [CH2:1]([N:8]1[CH2:13][CH2:12][N:11]([CH:15]([CH3:21])[C:16]([O:18][CH2:19][CH3:20])=[O:17])[CH2:10][CH2:9]1)[C:2]1[CH:3]=[CH:4][CH:5]=[CH:6][CH:7]=1.